Dataset: Forward reaction prediction with 1.9M reactions from USPTO patents (1976-2016). Task: Predict the product of the given reaction. (1) Given the reactants Cl[C:2]1[CH:3]=[N:4][C:5]([C:8]([C@H:10]2[CH2:15][CH2:14][C@H:13]([C:16]([O:18][CH3:19])=[O:17])[CH2:12][CH2:11]2)=[CH2:9])=[N:6][CH:7]=1.[F:20][CH:21]([F:45])[C:22]1[CH:27]=[CH:26][N:25]=[C:24]([NH:28][C:29]2[CH:34]=[C:33](B3OC(C)(C)C(C)(C)O3)[CH:32]=[C:31]([CH3:44])[CH:30]=2)[N:23]=1.CC(C1C=C(C(C)C)C(C2C=CC=CC=2P(C2CCCCC2)C2CCCCC2)=C(C(C)C)C=1)C.[O-]P([O-])([O-])=O.[K+].[K+].[K+], predict the reaction product. The product is: [F:45][CH:21]([F:20])[C:22]1[CH:27]=[CH:26][N:25]=[C:24]([NH:28][C:29]2[CH:34]=[C:33]([C:2]3[CH:3]=[N:4][C:5]([C:8]([C@H:10]4[CH2:15][CH2:14][C@H:13]([C:16]([O:18][CH3:19])=[O:17])[CH2:12][CH2:11]4)=[CH2:9])=[N:6][CH:7]=3)[CH:32]=[C:31]([CH3:44])[CH:30]=2)[N:23]=1. (2) Given the reactants [Cl:1][C:2]1[C:3]([O:12][C:13]2[CH:18]=[C:17]([O:19][CH2:20][CH2:21][O:22][Si:23]([CH:30]([CH3:32])[CH3:31])([CH:27]([CH3:29])[CH3:28])[CH:24]([CH3:26])[CH3:25])[CH:16]=[CH:15][C:14]=2[CH2:33][CH2:34][C:35](OCC)=[O:36])=[N:4][CH:5]=[C:6]([C:8]([F:11])([F:10])[F:9])[CH:7]=1.[H-].C([Al+]CC(C)C)C(C)C, predict the reaction product. The product is: [Cl:1][C:2]1[C:3]([O:12][C:13]2[CH:18]=[C:17]([O:19][CH2:20][CH2:21][O:22][Si:23]([CH:24]([CH3:26])[CH3:25])([CH:30]([CH3:31])[CH3:32])[CH:27]([CH3:29])[CH3:28])[CH:16]=[CH:15][C:14]=2[CH2:33][CH2:34][CH2:35][OH:36])=[N:4][CH:5]=[C:6]([C:8]([F:11])([F:9])[F:10])[CH:7]=1. (3) Given the reactants C1CCCCC=1.C([O:14][C:15]1[C:16]([CH3:36])=[C:17]([C:24]([C:26]2[CH:35]=[CH:34][C:29]([C:30]([O:32][CH3:33])=[O:31])=[CH:28][CH:27]=2)=[O:25])[N:18]2[C:23]=1[CH:22]=[CH:21][CH:20]=[CH:19]2)C1C=CC=CC=1, predict the reaction product. The product is: [OH:14][C:15]1[C:16]([CH3:36])=[C:17]([C:24]([C:26]2[CH:35]=[CH:34][C:29]([C:30]([O:32][CH3:33])=[O:31])=[CH:28][CH:27]=2)=[O:25])[N:18]2[C:23]=1[CH:22]=[CH:21][CH:20]=[CH:19]2. (4) Given the reactants [CH:1]([O:4][C:5]1[CH:13]=[CH:12][CH:11]=[CH:10][C:6]=1[C:7]([OH:9])=O)([CH3:3])[CH3:2].S(Cl)(Cl)=O.[NH2:18][C:19]1[CH:24]=[CH:23][C:22]([N:25]2[C:31](=[O:32])[CH2:30][C:29](=[O:33])[NH:28][C:27]3[C:34]4[C:39]([CH:40]=[CH:41][C:26]2=3)=[CH:38][CH:37]=[CH:36][CH:35]=4)=[CH:21][CH:20]=1.IC1C=CC=CC=1C(NCCN1C(=O)CC(=O)NC2C3C(C=CC1=2)=CC=CC=3)=O, predict the reaction product. The product is: [CH:1]([O:4][C:5]1[CH:13]=[CH:12][CH:11]=[CH:10][C:6]=1[C:7]([NH:18][C:19]1[CH:24]=[CH:23][C:22]([N:25]2[C:31](=[O:32])[CH2:30][C:29](=[O:33])[NH:28][C:27]3[C:34]4[C:39]([CH:40]=[CH:41][C:26]2=3)=[CH:38][CH:37]=[CH:36][CH:35]=4)=[CH:21][CH:20]=1)=[O:9])([CH3:2])[CH3:3]. (5) The product is: [CH2:21]([C:15]([C:11]1[C:10]2[N:6]([CH3:5])[C:7](=[O:19])[NH:8][C:9]=2[CH:14]=[CH:13][CH:12]=1)([OH:17])[CH2:1][CH3:2])[CH3:22]. Given the reactants [CH2:1]([Mg]Br)[CH3:2].[CH3:5][N:6]1[C:10]2[C:11]([C:15]([O:17]C)=O)=[CH:12][CH:13]=[CH:14][C:9]=2[NH:8][C:7]1=[O:19].O1CC[CH2:22][CH2:21]1, predict the reaction product. (6) The product is: [ClH:31].[NH2:27][C@@H:22]1[C:23]2[C:19](=[C:18]([C:15]3[N:14]=[C:13]([C:5]4[CH:6]=[CH:7][C:8]([O:9][CH:10]([CH3:12])[CH3:11])=[C:3]([CH:4]=4)[C:1]#[N:2])[S:17][N:16]=3)[CH:26]=[CH:25][CH:24]=2)[CH2:20][CH2:21]1. Given the reactants [C:1]([C:3]1[CH:4]=[C:5]([C:13]2[S:17][N:16]=[C:15]([C:18]3[CH:26]=[CH:25][CH:24]=[C:23]4[C:19]=3[CH2:20][CH2:21][CH:22]4[NH:27]C(=O)[O-])[N:14]=2)[CH:6]=[CH:7][C:8]=1[O:9][CH:10]([CH3:12])[CH3:11])#[N:2].[ClH:31], predict the reaction product. (7) The product is: [Cl:1][C:2]1[CH:10]=[CH:9][CH:8]=[CH:7][C:3]=1[C:4]([C:14]1[CH:19]=[CH:18][CH:17]=[CH:16][CH:15]=1)=[O:5]. Given the reactants [Cl:1][C:2]1[CH:10]=[CH:9][C:8]([N+]([O-])=O)=[CH:7][C:3]=1[C:4](Cl)=[O:5].[C:14]1(OC)[CH:19]=[CH:18][CH:17]=[CH:16][CH:15]=1.[Cl-].[Cl-].[Cl-].[Al+3], predict the reaction product.